Dataset: Reaction yield outcomes from USPTO patents with 853,638 reactions. Task: Predict the reaction yield, written as a fraction of the theoretical maximum amount of product (1.0 means a 100% yield; for example, 0.34 means a 34% yield). The reactants are C([O:3][C:4]([C:6]1[N:11]=[C:10]([O:12][CH3:13])[CH:9]=[C:8]([O:14][CH3:15])[N:7]=1)=O)C.[NH3:16].CO. No catalyst specified. The product is [CH3:15][O:14][C:8]1[CH:9]=[C:10]([O:12][CH3:13])[N:11]=[C:6]([C:4]([NH2:16])=[O:3])[N:7]=1. The yield is 1.00.